This data is from Full USPTO retrosynthesis dataset with 1.9M reactions from patents (1976-2016). The task is: Predict the reactants needed to synthesize the given product. (1) Given the product [NH:1]1[C:9]2[C:4](=[C:5]([CH2:10][CH2:11][C:12]([O:14][CH3:15])=[O:13])[CH:6]=[CH:7][CH:8]=2)[CH:3]=[CH:2]1, predict the reactants needed to synthesize it. The reactants are: [NH:1]1[C:9]2[C:4](=[C:5]([CH:10]=[CH:11][C:12]([O:14][CH3:15])=[O:13])[CH:6]=[CH:7][CH:8]=2)[CH:3]=[CH:2]1. (2) Given the product [NH2:1][C:2]1[C:3]2[N:4]([C:8]([C@H:20]3[CH2:21][CH2:22][C@H:23]([C:26]([NH:1][C:2]4[CH:3]=[N:4][CH:5]=[CH:36][CH:37]=4)=[O:27])[CH2:24][CH2:25]3)=[N:9][C:10]=2[C:11]2[NH:12][C:13]3[C:18]([CH:19]=2)=[CH:17][CH:16]=[CH:15][CH:14]=3)[CH:5]=[CH:6][N:7]=1, predict the reactants needed to synthesize it. The reactants are: [NH2:1][C:2]1[C:3]2[N:4]([C:8]([C@H:20]3[CH2:25][CH2:24][C@H:23]([C:26](OC)=[O:27])[CH2:22][CH2:21]3)=[N:9][C:10]=2[C:11]2[NH:12][C:13]3[C:18]([CH:19]=2)=[CH:17][CH:16]=[CH:15][CH:14]=3)[CH:5]=[CH:6][N:7]=1.[OH-].[Na+].C(O[CH2:36][CH3:37])(=O)C. (3) Given the product [F:1][C:2]([F:33])([F:34])[C:3]1[CH:4]=[C:5]([CH:26]=[C:27]([C:29]([F:32])([F:30])[F:31])[CH:28]=1)[CH2:6][N:7]([C:39]1[N:40]=[CH:41][C:36]([Br:35])=[CH:37][N:38]=1)[CH2:8][C:9]1[CH:14]=[C:13]([C:15]([F:18])([F:16])[F:17])[CH:12]=[CH:11][C:10]=1[N:19]([CH2:24][CH3:25])[CH2:20][CH2:21][O:22][CH3:23], predict the reactants needed to synthesize it. The reactants are: [F:1][C:2]([F:34])([F:33])[C:3]1[CH:4]=[C:5]([CH:26]=[C:27]([C:29]([F:32])([F:31])[F:30])[CH:28]=1)[CH2:6][NH:7][CH2:8][C:9]1[CH:14]=[C:13]([C:15]([F:18])([F:17])[F:16])[CH:12]=[CH:11][C:10]=1[N:19]([CH2:24][CH3:25])[CH2:20][CH2:21][O:22][CH3:23].[Br:35][C:36]1[CH:37]=[N:38][C:39](Cl)=[N:40][CH:41]=1.C(N(C(C)C)C(C)C)C.C(OCC)(=O)C.